Task: Predict the reactants needed to synthesize the given product.. Dataset: Full USPTO retrosynthesis dataset with 1.9M reactions from patents (1976-2016) (1) Given the product [F:1][C:2]1[C:10]([CH2:11][CH2:12][C:13]2[CH:18]=[N:17][C:16]([NH:19][C:20]3[CH:25]=[CH:24][C:23]([CH2:26][N:27]4[CH2:28][CH2:29][O:30][CH2:31][CH2:32]4)=[CH:22][N:21]=3)=[N:15][CH:14]=2)=[CH:9][C:5]([C:6]([NH:40][CH3:39])=[O:7])=[CH:4][C:3]=1[O:33][CH3:34], predict the reactants needed to synthesize it. The reactants are: [F:1][C:2]1[C:10]([CH2:11][CH2:12][C:13]2[CH:14]=[N:15][C:16]([NH:19][C:20]3[CH:25]=[CH:24][C:23]([CH2:26][N:27]4[CH2:32][CH2:31][O:30][CH2:29][CH2:28]4)=[CH:22][N:21]=3)=[N:17][CH:18]=2)=[CH:9][C:5]([C:6](O)=[O:7])=[CH:4][C:3]=1[O:33][CH3:34].Cl.CN.C[CH2:39][N:40](C(C)C)C(C)C.CN(C(ON1N=NC2C=CC=NC1=2)=[N+](C)C)C.F[P-](F)(F)(F)(F)F. (2) Given the product [CH2:5]([NH:9][C:10]([N:12]1[C:16]([CH3:17])=[CH:15][C:14]([O:18][C:19]2[C:24]([Cl:25])=[CH:23][C:22]([C:26]([F:29])([F:28])[F:27])=[CH:21][N:20]=2)=[N:13]1)=[O:1])[CH2:6][CH2:7][CH3:8], predict the reactants needed to synthesize it. The reactants are: [OH-:1].[K+].OO.[CH2:5]([NH:9][C:10]([N:12]1[C:16]([CH3:17])=[CH:15][C:14]([O:18][C:19]2[C:24]([Cl:25])=[CH:23][C:22]([C:26]([F:29])([F:28])[F:27])=[CH:21][N:20]=2)=[N:13]1)=S)[CH2:6][CH2:7][CH3:8].Cl.